Dataset: Full USPTO retrosynthesis dataset with 1.9M reactions from patents (1976-2016). Task: Predict the reactants needed to synthesize the given product. (1) Given the product [CH3:1][O:2][C:3]1[C:8]2[O:9][C:10]([C:12]3[O:23][C:16]([C:17]4[CH:18]=[CH:19][CH:20]=[CH:21][CH:22]=4)=[N:15][N:14]=3)=[CH:11][C:7]=2[CH:6]=[CH:5][CH:4]=1, predict the reactants needed to synthesize it. The reactants are: [CH3:1][O:2][C:3]1[C:8]2[O:9][C:10]([C:12]([NH:14][NH:15][C:16](=[O:23])[C:17]3[CH:22]=[CH:21][CH:20]=[CH:19][CH:18]=3)=O)=[CH:11][C:7]=2[CH:6]=[CH:5][CH:4]=1. (2) Given the product [CH2:26]([CH:25]1[CH2:24][CH2:23][CH:29]([O:8][C:5]2[CH:6]=[CH:7][C:2]([I:1])=[CH:3][CH:4]=2)[CH2:28]1)[CH2:27][CH3:22], predict the reactants needed to synthesize it. The reactants are: [I:1][C:2]1[CH:7]=[CH:6][C:5]([OH:8])=[CH:4][CH:3]=1.[C:22]1(P([C:22]2[CH:27]=[CH:26][CH:25]=[CH:24][CH:23]=2)[C:22]2[CH:27]=[CH:26][CH:25]=[CH:24][CH:23]=2)[CH:27]=[CH:26][CH:25]=[CH:24][CH:23]=1.[CH2:28]1COC[CH2:29]1.N(C(OC(C)C)=O)=NC(OC(C)C)=O. (3) Given the product [Br-:1].[CH2:32]([P+:6]([CH2:2][CH2:3][CH2:4][CH3:5])([CH2:28][CH2:29][CH2:30][CH3:31])[CH2:7][CH2:8][CH2:9][NH:10][C:11](=[O:27])[CH2:12][CH2:13][C:14]1([CH2:19][CH2:20][C:21]([OH:23])=[O:22])[O:18][CH2:17][CH2:16][O:15]1)[CH2:33][CH2:34][CH3:35], predict the reactants needed to synthesize it. The reactants are: [Br-:1].[CH2:2]([P+:6]([CH2:32][CH2:33][CH2:34][CH3:35])([CH2:28][CH2:29][CH2:30][CH3:31])[CH2:7][CH2:8][CH2:9][NH:10][C:11](=[O:27])[CH2:12][CH2:13][C:14]1([CH2:19][CH2:20][C:21]([O:23]C(C)C)=[O:22])[O:18][CH2:17][CH2:16][O:15]1)[CH2:3][CH2:4][CH3:5].[Li+].[OH-].O. (4) Given the product [NH2:49][C:44]1[N:43]=[C:42]([C:24]2[CH:23]=[CH:22][C:21]([N:35]3[CH2:40][CH2:39][O:38][CH2:37][CH2:36]3)=[C:20]([NH:19][C:16]3[C:15]4[C:10](=[CH:11][CH:12]=[CH:13][CH:14]=4)[N:9]=[C:8]([C:3]4[CH:4]=[CH:5][CH:6]=[CH:7][C:2]=4[F:1])[C:17]=3[CH3:18])[CH:25]=2)[CH:47]=[C:46]([CH3:48])[N:45]=1, predict the reactants needed to synthesize it. The reactants are: [F:1][C:2]1[CH:7]=[CH:6][CH:5]=[CH:4][C:3]=1[C:8]1[C:17]([CH3:18])=[C:16]([NH:19][C:20]2[CH:25]=[C:24](B3OC(C)(C)C(C)(C)O3)[CH:23]=[CH:22][C:21]=2[N:35]2[CH2:40][CH2:39][O:38][CH2:37][CH2:36]2)[C:15]2[C:10](=[CH:11][CH:12]=[CH:13][CH:14]=2)[N:9]=1.Cl[C:42]1[CH:47]=[C:46]([CH3:48])[N:45]=[C:44]([NH2:49])[N:43]=1.C(=O)([O-])[O-].[Na+].[Na+].O1CCOCC1.